Dataset: Full USPTO retrosynthesis dataset with 1.9M reactions from patents (1976-2016). Task: Predict the reactants needed to synthesize the given product. (1) Given the product [O:1]=[C:2]1[CH2:6][CH2:5][C:4](=[O:7])[N:3]1[O:8][C:9](=[O:14])[CH2:10][CH2:11][CH2:12][CH2:13][Si:16]([Cl:15])([CH2:21][CH:22]([CH3:24])[CH3:23])[CH2:17][CH:18]([CH3:20])[CH3:19], predict the reactants needed to synthesize it. The reactants are: [O:1]=[C:2]1[CH2:6][CH2:5][C:4](=[O:7])[N:3]1[O:8][C:9](=[O:14])[CH2:10][CH2:11][CH:12]=[CH2:13].[Cl:15][SiH:16]([CH2:21][CH:22]([CH3:24])[CH3:23])[CH2:17][CH:18]([CH3:20])[CH3:19]. (2) Given the product [OH:8][C@H:3]1[CH2:4][CH2:5][CH2:6][CH2:7][C@@H:2]1[NH:1][C:10]1[CH2:14][S:13][C:12](=[O:15])[N:11]=1, predict the reactants needed to synthesize it. The reactants are: [NH2:1][C@H:2]1[CH2:7][CH2:6][CH2:5][CH2:4][C@@H:3]1[OH:8].S=[C:10]1[CH2:14][S:13][C:12](=[O:15])[NH:11]1. (3) Given the product [C:1]1([CH2:7][CH2:8][CH2:9][CH2:10][CH2:11][CH2:12][CH2:13][CH2:14][C:15]2[CH:16]=[CH:17][C:18]([C:19]([OH:21])=[O:20])=[CH:23][CH:24]=2)[CH:2]=[CH:3][CH:4]=[CH:5][CH:6]=1, predict the reactants needed to synthesize it. The reactants are: [C:1]1([CH2:7][CH2:8][CH2:9][CH2:10][CH2:11][CH2:12][CH2:13][CH2:14][C:15]2[CH:24]=[CH:23][C:18]([C:19]([O:21]C)=[O:20])=[CH:17][CH:16]=2)[CH:6]=[CH:5][CH:4]=[CH:3][CH:2]=1.[OH-].[Na+]. (4) Given the product [ClH:39].[OH:42][NH:41][C:13]([C:10]1([S:16]([N:19]2[CH2:20][CH2:21][CH:22]([O:25][C:26]3[CH:31]=[CH:30][C:29]([O:32][C:33]([F:35])([F:36])[F:34])=[CH:28][CH:27]=3)[CH2:23][CH2:24]2)(=[O:18])=[O:17])[CH2:11][CH2:12][N:7]([CH2:6][CH2:5][O:4][CH3:3])[CH2:8][CH2:9]1)=[O:15], predict the reactants needed to synthesize it. The reactants are: N#N.[CH3:3][O:4][CH2:5][CH2:6][N:7]1[CH2:12][CH2:11][C:10]([S:16]([N:19]2[CH2:24][CH2:23][CH:22]([O:25][C:26]3[CH:31]=[CH:30][C:29]([O:32][C:33]([F:36])([F:35])[F:34])=[CH:28][CH:27]=3)[CH2:21][CH2:20]2)(=[O:18])=[O:17])([C:13]([OH:15])=O)[CH2:9][CH2:8]1.C(Cl)C[Cl:39].[NH2:41][O:42]C1CCCCO1. (5) Given the product [Cl:1][C:2]1[NH:10][C:9]2[C:8](=[O:14])[N:7]([CH2:28][CH2:29][OH:30])[C:6](=[O:15])[N:5]([CH2:16][CH2:17][CH2:18][CH2:19][CH3:20])[C:4]=2[N:3]=1, predict the reactants needed to synthesize it. The reactants are: [Cl:1][C:2]1[N:10](CC=C)[C:9]2[C:8](=[O:14])[NH:7][C:6](=[O:15])[N:5]([CH2:16][CH2:17][CH2:18][CH2:19][CH3:20])[C:4]=2[N:3]=1.C([O-])([O-])=O.[Cs+].[Cs+].Cl[CH2:28][CH2:29][OH:30].N1CCOCC1. (6) Given the product [CH:45]([N:29]1[CH:30]=[CH:31][CH:32]=[CH:33][CH:28]1[C:27]([NH:26][NH:25][C:19](=[O:21])/[CH:18]=[CH:17]/[C:10]1[C:11]2[C:16](=[CH:15][CH:14]=[CH:13][CH:12]=2)[N:8]([C:6]([O:5][C:1]([CH3:2])([CH3:4])[CH3:3])=[O:7])[CH:9]=1)=[O:34])([CH3:46])[CH3:44], predict the reactants needed to synthesize it. The reactants are: [C:1]([O:5][C:6]([N:8]1[C:16]2[C:11](=[CH:12][CH:13]=[CH:14][CH:15]=2)[C:10](/[CH:17]=[CH:18]/[C:19]([OH:21])=O)=[CH:9]1)=[O:7])([CH3:4])([CH3:3])[CH3:2].C([NH:25][NH:26][C:27](=[O:34])[C:28]1[CH:33]=[CH:32][CH:31]=[CH:30][N:29]=1)(C)C.CN(C(ON1N=N[C:45]2[CH:46]=CC=N[C:44]1=2)=[N+](C)C)C.F[P-](F)(F)(F)(F)F.C(N(CC)C(C)C)(C)C.